Task: Predict the product of the given reaction.. Dataset: Forward reaction prediction with 1.9M reactions from USPTO patents (1976-2016) (1) Given the reactants [Br:1][C:2]1[CH:8]=[CH:7][C:5]([NH2:6])=[C:4]([C:9]([F:12])([F:11])[F:10])[CH:3]=1.Cl.[NH2:14][OH:15].S([O-])([O-])(=O)=O.[Na+].[Na+].Cl[C:24](Cl)(Cl)[CH:25]([OH:27])O, predict the reaction product. The product is: [Br:1][C:2]1[CH:8]=[CH:7][C:5]([NH:6][C:25](=[O:27])[CH:24]=[N:14][OH:15])=[C:4]([C:9]([F:10])([F:11])[F:12])[CH:3]=1. (2) Given the reactants [C:1](O)(=O)[CH3:2].C=O.[CH3:7][NH:8][CH3:9].[F:10][C:11]1[CH:19]=[C:18]2[C:14](C=[CH:16][NH:17]2)=[CH:13][CH:12]=1, predict the reaction product. The product is: [F:10][C:11]1[CH:19]=[C:18]2[C:14]([C:1]([CH2:2][N:8]([CH3:9])[CH3:7])=[CH:16][NH:17]2)=[CH:13][CH:12]=1. (3) Given the reactants [Cl:1][C:2]1[CH:3]=[CH:4][C:5]([CH3:35])=[C:6]([C:8]2[C:13]([O:14][CH3:15])=[CH:12][N:11]([CH:16]([CH3:33])[C:17]([NH:19][C:20]3[CH:32]=[CH:31][C:23]([C:24]([O:26]C(C)(C)C)=[O:25])=[CH:22][CH:21]=3)=[O:18])[C:10](=[O:34])[CH:9]=2)[CH:7]=1.C(O)(C(F)(F)F)=O, predict the reaction product. The product is: [Cl:1][C:2]1[CH:3]=[CH:4][C:5]([CH3:35])=[C:6]([C:8]2[C:13]([O:14][CH3:15])=[CH:12][N:11]([CH:16]([CH3:33])[C:17]([NH:19][C:20]3[CH:21]=[CH:22][C:23]([C:24]([OH:26])=[O:25])=[CH:31][CH:32]=3)=[O:18])[C:10](=[O:34])[CH:9]=2)[CH:7]=1. (4) Given the reactants C([N:8]1[CH2:13][CH2:12][CH:11]([CH2:14][S:15]([CH2:18][C:19]2[CH:24]=[CH:23][C:22]([O:25][CH3:26])=[CH:21][CH:20]=2)(=[O:17])=[O:16])[CH2:10][CH2:9]1)(OC(C)(C)C)=O.[ClH:27], predict the reaction product. The product is: [ClH:27].[NH:8]1[CH2:13][CH2:12][CH:11]([CH2:14][S:15]([CH2:18][C:19]2[CH:20]=[CH:21][C:22]([O:25][CH3:26])=[CH:23][CH:24]=2)(=[O:17])=[O:16])[CH2:10][CH2:9]1. (5) Given the reactants C[Si]([N-][Si](C)(C)C)(C)C.[K+].[CH2:11]([N:18]([CH2:30][C:31]1[CH:36]=[CH:35][CH:34]=[CH:33][CH:32]=1)[CH:19]([C:23]1([OH:29])[CH2:28][CH2:27][O:26][CH2:25][CH2:24]1)[C:20]([OH:22])=[O:21])[C:12]1[CH:17]=[CH:16][CH:15]=[CH:14][CH:13]=1.F[C:38]1[C:43]([F:44])=[C:42]([F:45])[CH:41]=[CH:40][C:39]=1[N+:46]([O-:48])=[O:47].OS([O-])(=O)=O.[K+], predict the reaction product. The product is: [CH2:30]([N:18]([CH2:11][C:12]1[CH:13]=[CH:14][CH:15]=[CH:16][CH:17]=1)[CH:19]([C:23]1([O:29][C:38]2[C:43]([F:44])=[C:42]([F:45])[CH:41]=[CH:40][C:39]=2[N+:46]([O-:48])=[O:47])[CH2:28][CH2:27][O:26][CH2:25][CH2:24]1)[C:20]([OH:22])=[O:21])[C:31]1[CH:36]=[CH:35][CH:34]=[CH:33][CH:32]=1. (6) Given the reactants Br[C:2]1[CH:7]=[CH:6][C:5]([CH:8]([F:10])[F:9])=[CH:4][CH:3]=1.[CH3:11][C:12]1([CH3:28])[C:16]([CH3:18])([CH3:17])[O:15][B:14]([B:14]2[O:15][C:16]([CH3:18])([CH3:17])[C:12]([CH3:28])([CH3:11])[O:13]2)[O:13]1.C([O-])(=O)C.[K+], predict the reaction product. The product is: [F:9][CH:8]([F:10])[C:5]1[CH:6]=[CH:7][C:2]([B:14]2[O:15][C:16]([CH3:18])([CH3:17])[C:12]([CH3:28])([CH3:11])[O:13]2)=[CH:3][CH:4]=1. (7) Given the reactants [CH3:1][O:2][C:3](=[O:17])[C:4]1[CH:9]=[CH:8][CH:7]=[C:6]([C:10]2[S:11][C:12]([CH2:15][OH:16])=[N:13][N:14]=2)[CH:5]=1.[O:18]1[CH:23]=[CH:22][CH2:21][CH2:20][CH2:19]1.O.C1(C)C=CC(S(O)(=O)=O)=CC=1, predict the reaction product. The product is: [CH3:1][O:2][C:3](=[O:17])[C:4]1[CH:9]=[CH:8][CH:7]=[C:6]([C:10]2[S:11][C:12]([CH2:15][O:16][CH:19]3[CH2:20][CH2:21][CH2:22][CH2:23][O:18]3)=[N:13][N:14]=2)[CH:5]=1. (8) Given the reactants [OH:1][NH:2][C:3]([N:5]1[CH2:10][CH2:9][CH:8]([CH:11]2[O:29][C:14]3=[CH:15][N:16]=[C:17]([C:19]4[CH2:20][CH2:21][N:22]([S:25]([CH3:28])(=[O:27])=[O:26])[CH2:23][CH:24]=4)[CH:18]=[C:13]3[CH2:12]2)[CH2:7][CH2:6]1)=[NH:4].[C:30](Cl)(=O)[CH2:31][CH2:32][CH3:33], predict the reaction product. The product is: [CH3:28][S:25]([N:22]1[CH2:21][CH:20]=[C:19]([C:17]2[CH:18]=[C:13]3[CH2:12][CH:11]([CH:8]4[CH2:9][CH2:10][N:5]([C:3]5[N:4]=[C:30]([CH2:31][CH2:32][CH3:33])[O:1][N:2]=5)[CH2:6][CH2:7]4)[O:29][C:14]3=[CH:15][N:16]=2)[CH2:24][CH2:23]1)(=[O:27])=[O:26].